From a dataset of Peptide-MHC class I binding affinity with 185,985 pairs from IEDB/IMGT. Regression. Given a peptide amino acid sequence and an MHC pseudo amino acid sequence, predict their binding affinity value. This is MHC class I binding data. (1) The peptide sequence is LFKIDNNTF. The MHC is HLA-B15:01 with pseudo-sequence HLA-B15:01. The binding affinity (normalized) is 0.115. (2) The peptide sequence is NTIDKSSPLY. The MHC is HLA-A11:01 with pseudo-sequence HLA-A11:01. The binding affinity (normalized) is 0.315. (3) The peptide sequence is DEHLRGFSM. The MHC is HLA-A29:02 with pseudo-sequence HLA-A29:02. The binding affinity (normalized) is 0. (4) The peptide sequence is VLAGWLFHV. The MHC is HLA-A02:01 with pseudo-sequence HLA-A02:01. The binding affinity (normalized) is 1.00. (5) The peptide sequence is RSLYNTVATLY. The MHC is HLA-B15:17 with pseudo-sequence HLA-B15:17. The binding affinity (normalized) is 1.00. (6) The peptide sequence is KTTYWWDGL. The MHC is HLA-A02:01 with pseudo-sequence HLA-A02:01. The binding affinity (normalized) is 0.0847. (7) The peptide sequence is NLFEIEWEE. The MHC is HLA-A02:03 with pseudo-sequence HLA-A02:03. The binding affinity (normalized) is 0.0847. (8) The peptide sequence is HSDTHGLYW. The MHC is HLA-B15:09 with pseudo-sequence HLA-B15:09. The binding affinity (normalized) is 0.0847. (9) The peptide sequence is GSPPSMASSSA. The MHC is Mamu-A01 with pseudo-sequence Mamu-A01. The binding affinity (normalized) is 0.217.